This data is from Catalyst prediction with 721,799 reactions and 888 catalyst types from USPTO. The task is: Predict which catalyst facilitates the given reaction. (1) Reactant: [NH2:1][C@H:2]([C@@H:6]([OH:10])[CH:7]([CH3:9])[CH3:8])[C:3]([OH:5])=[O:4].[C:11]([O-:14])(O)=[O:12].[Na+].[C:16]1([CH2:22][CH2:23][CH2:24][CH2:25][CH2:26]C2C(=O)N(C([O-])=O)C=CC=2)[CH:21]=[CH:20][CH:19]=[CH:18][CH:17]=1. Product: [OH:10][C@@H:6]([CH:7]([CH3:9])[CH3:8])[C@@H:2]([NH:1][C:11]([O:14][CH2:26][CH2:25][CH2:24][CH2:23][CH2:22][C:16]1[CH:21]=[CH:20][CH:19]=[CH:18][CH:17]=1)=[O:12])[C:3]([OH:5])=[O:4]. The catalyst class is: 90. (2) Reactant: [CH3:1][O:2][C:3]1[C:4]([O:16][CH2:17][CH2:18][O:19][CH3:20])=[CH:5][C:6]([N+:13]([O-])=O)=[C:7]([CH:12]=1)[C:8]([O:10][CH3:11])=[O:9].[Cl-].[NH4+].O. Product: [NH2:13][C:6]1[CH:5]=[C:4]([O:16][CH2:17][CH2:18][O:19][CH3:20])[C:3]([O:2][CH3:1])=[CH:12][C:7]=1[C:8]([O:10][CH3:11])=[O:9]. The catalyst class is: 679. (3) Reactant: [NH2:1][C:2](=[O:29])[C@@H:3]([NH:12][C:13]([C:15]1([NH:21][C:22](=[O:28])[O:23][C:24]([CH3:27])([CH3:26])[CH3:25])[CH2:20][CH2:19][O:18][CH2:17][CH2:16]1)=[O:14])[CH2:4][C:5]1[CH:10]=[CH:9][C:8](I)=[CH:7][CH:6]=1.[C:30]([C:32]1[CH:33]=[C:34](B(O)O)[CH:35]=[CH:36][C:37]=1[F:38])#[N:31].C(=O)([O-])[O-].[K+].[K+]. Product: [NH2:1][C:2](=[O:29])[C@@H:3]([NH:12][C:13]([C:15]1([NH:21][C:22](=[O:28])[O:23][C:24]([CH3:27])([CH3:26])[CH3:25])[CH2:20][CH2:19][O:18][CH2:17][CH2:16]1)=[O:14])[CH2:4][C:5]1[CH:10]=[CH:9][C:8]([C:34]2[CH:35]=[CH:36][C:37]([F:38])=[C:32]([C:30]#[N:31])[CH:33]=2)=[CH:7][CH:6]=1. The catalyst class is: 10. (4) Reactant: [NH2:1][N:2]1[C:11](=[O:12])[C:10]2[C:5](=[CH:6][C:7]([NH:14][CH:15]3[CH2:20][CH2:19][CH2:18][CH2:17][CH2:16]3)=[C:8]([F:13])[CH:9]=2)[N:4]([CH:21]2[CH2:25][CH2:24][CH2:23][CH2:22]2)[C:3]1=[O:26].Cl[C:28](=[O:36])[CH2:29][CH2:30][C:31]([O:33][CH2:34][CH3:35])=[O:32]. Product: [CH:15]1([NH:14][C:7]2[CH:6]=[C:5]3[C:10]([C:11](=[O:12])[N:2]([NH:1][C:28](=[O:36])[CH2:29][CH2:30][C:31]([O:33][CH2:34][CH3:35])=[O:32])[C:3](=[O:26])[N:4]3[CH:21]3[CH2:22][CH2:23][CH2:24][CH2:25]3)=[CH:9][C:8]=2[F:13])[CH2:20][CH2:19][CH2:18][CH2:17][CH2:16]1. The catalyst class is: 17.